Dataset: Forward reaction prediction with 1.9M reactions from USPTO patents (1976-2016). Task: Predict the product of the given reaction. Given the reactants [O:1]=[C:2]1[NH:7][C:6]2[CH:8]=[C:9]([C:11]3[CH:16]=[CH:15][CH:14]=[CH:13][CH:12]=3)[S:10][C:5]=2[C:4](=[O:17])[N:3]1[CH:18]1[CH2:23][CH2:22][N:21]([C:24]([O:26][C:27]([CH3:30])([CH3:29])[CH3:28])=[O:25])[CH2:20][CH2:19]1.Cl[CH2:32][C:33]1[S:34][CH:35]=[CH:36][C:37]=1[CH3:38].C(=O)([O-])[O-].[K+].[K+], predict the reaction product. The product is: [CH3:38][C:37]1[CH:36]=[CH:35][S:34][C:33]=1[CH2:32][N:7]1[C:6]2[CH:8]=[C:9]([C:11]3[CH:16]=[CH:15][CH:14]=[CH:13][CH:12]=3)[S:10][C:5]=2[C:4](=[O:17])[N:3]([CH:18]2[CH2:23][CH2:22][N:21]([C:24]([O:26][C:27]([CH3:30])([CH3:29])[CH3:28])=[O:25])[CH2:20][CH2:19]2)[C:2]1=[O:1].